This data is from Peptide-MHC class II binding affinity with 134,281 pairs from IEDB. The task is: Regression. Given a peptide amino acid sequence and an MHC pseudo amino acid sequence, predict their binding affinity value. This is MHC class II binding data. (1) The peptide sequence is TISVFLHSEEGSRAY. The MHC is HLA-DQA10102-DQB10501 with pseudo-sequence HLA-DQA10102-DQB10501. The binding affinity (normalized) is 0.573. (2) The peptide sequence is SRVSCSMPAFLSSPR. The MHC is H-2-IAd with pseudo-sequence H-2-IAd. The binding affinity (normalized) is 0.831. (3) The peptide sequence is GATDVDGMAWFTPVG. The MHC is HLA-DQA10401-DQB10402 with pseudo-sequence HLA-DQA10401-DQB10402. The binding affinity (normalized) is 0.362. (4) The peptide sequence is ERFAVNPGLLETSEGCR. The MHC is HLA-DQA10201-DQB10202 with pseudo-sequence HLA-DQA10201-DQB10202. The binding affinity (normalized) is 0.0483.